This data is from Reaction yield outcomes from USPTO patents with 853,638 reactions. The task is: Predict the reaction yield, written as a fraction of the theoretical maximum amount of product (1.0 means a 100% yield; for example, 0.34 means a 34% yield). (1) The reactants are [CH3:1][O:2][C:3]1[N:8]=[CH:7][C:6]([C:9]2[C:22](=[O:23])[NH:21][C:12]3[N:13]=[C:14](S(C)=O)[N:15]=[C:16]([CH3:17])[C:11]=3[CH:10]=2)=[CH:5][CH:4]=1.[CH3:24][NH2:25]. The catalyst is O1CCOCC1. The product is [CH3:1][O:2][C:3]1[N:8]=[CH:7][C:6]([C:9]2[C:22](=[O:23])[NH:21][C:12]3[N:13]=[C:14]([NH:25][CH3:24])[N:15]=[C:16]([CH3:17])[C:11]=3[CH:10]=2)=[CH:5][CH:4]=1. The yield is 0.610. (2) The reactants are [OH:1][N:2]=[C:3]([Cl:14])[C@H:4]1[CH2:8][O:7][C:6]2([CH2:13][CH2:12][CH2:11][CH2:10][CH2:9]2)[O:5]1.[CH3:15][S:16](Cl)(=[O:18])=[O:17].C(N(C(C)C)C(C)C)C. The catalyst is C1COCC1. The product is [CH3:15][S:16]([O:1][N:2]=[C:3]([Cl:14])[C@H:4]1[CH2:8][O:7][C:6]2([CH2:13][CH2:12][CH2:11][CH2:10][CH2:9]2)[O:5]1)(=[O:18])=[O:17]. The yield is 0.850. (3) The reactants are Cl.[NH2:2][OH:3].C([O-])([O-])=O.[Na+].[Na+].[CH3:10][S:11][C:12]1[CH:19]=[CH:18][C:15]([C:16]#[N:17])=[CH:14][CH:13]=1. The catalyst is O.CO. The product is [OH:3][NH:2][C:16](=[NH:17])[C:15]1[CH:18]=[CH:19][C:12]([S:11][CH3:10])=[CH:13][CH:14]=1. The yield is 0.750. (4) The reactants are C([O:3][C:4]([C:6]1[CH:7]=[C:8]2[C:13](=[CH:14][CH:15]=1)[N:12]=[CH:11][C:10]([S:16]([CH3:19])(=[O:18])=[O:17])=[C:9]2[C:20]1[CH:25]=[CH:24][CH:23]=[CH:22][CH:21]=1)=O)C.[H-].[H-].C([Al+]CC(C)C)C(C)C. The catalyst is O1CCCC1. The product is [CH3:19][S:16]([C:10]1[CH:11]=[N:12][C:13]2[C:8]([C:9]=1[C:20]1[CH:25]=[CH:24][CH:23]=[CH:22][CH:21]=1)=[CH:7][C:6]([CH2:4][OH:3])=[CH:15][CH:14]=2)(=[O:18])=[O:17]. The yield is 0.790.